From a dataset of Full USPTO retrosynthesis dataset with 1.9M reactions from patents (1976-2016). Predict the reactants needed to synthesize the given product. (1) The reactants are: [F:1][CH:2]([F:29])[C:3]([N:5]1[C@H:9]([CH2:10][F:11])[C@@H:8]([C:12]2[CH:17]=[CH:16][C:15](B3OC(C)(C)C(C)(C)O3)=[CH:14][CH:13]=2)[O:7][C:6]1([CH3:28])[CH3:27])=[O:4].Br[C:31]1[CH:32]=[CH:33][C:34]([CH2:37]O)=[N:35][CH:36]=1.C([O-])([O-])=[O:40].[Na+].[Na+]. Given the product [F:29][CH:2]([F:1])[C:3]([N:5]1[C@H:9]([CH2:10][F:11])[C@@H:8]([C:12]2[CH:17]=[CH:16][C:15]([C:33]3[C:34]([CH3:37])=[N:35][C:36]([OH:40])=[CH:31][CH:32]=3)=[CH:14][CH:13]=2)[O:7][C:6]1([CH3:27])[CH3:28])=[O:4], predict the reactants needed to synthesize it. (2) Given the product [CH3:1][O:2][C:3]1[CH:10]=[CH:9][C:6]([CH:7]=[O:23])=[CH:5][C:4]=1[CH2:11][C@H:12]1[CH2:16][O:15][C:14](=[O:17])[N:13]1[CH2:18][CH2:19][CH3:20], predict the reactants needed to synthesize it. The reactants are: [CH3:1][O:2][C:3]1[CH:10]=[CH:9][C:6]([C:7]#N)=[CH:5][C:4]=1[CH2:11][C@H:12]1[CH2:16][O:15][C:14](=[O:17])[N:13]1[CH2:18][CH2:19][CH3:20].CC[O:23]C(C)=O.N. (3) Given the product [CH3:1][C:2]1([CH3:20])[CH2:3][CH2:4][CH:5]([C:8]2[S:9][C:10]3[N:11]=[C:12]([CH3:19])[N:13]=[C:14]([CH:17]=[O:18])[C:15]=3[N:16]=2)[CH2:6][CH2:7]1, predict the reactants needed to synthesize it. The reactants are: [CH3:1][C:2]1([CH3:20])[CH2:7][CH2:6][CH:5]([C:8]2[S:9][C:10]3[N:11]=[C:12]([CH3:19])[N:13]=[C:14]([CH2:17][OH:18])[C:15]=3[N:16]=2)[CH2:4][CH2:3]1.CC(OI1(OC(C)=O)(OC(C)=O)OC(=O)C2C=CC=CC1=2)=O.[O-]S([O-])(=S)=O.[Na+].[Na+]. (4) Given the product [CH2:22]([O:21][C:19](=[O:20])[CH:18]=[CH:24][C:25]1[CH:30]=[CH:29][CH:28]=[C:27]([C:2]2[C:3]([N:9]3[CH2:14][CH2:13][O:12][CH2:11][CH2:10]3)=[N:4][C:5]([Cl:8])=[N:6][CH:7]=2)[CH:26]=1)[CH3:23], predict the reactants needed to synthesize it. The reactants are: Br[C:2]1[C:3]([N:9]2[CH2:14][CH2:13][O:12][CH2:11][CH2:10]2)=[N:4][C:5]([Cl:8])=[N:6][CH:7]=1.B([C:18](=[CH:24][C:25]1[CH:30]=[CH:29][CH:28]=[CH:27][CH:26]=1)[C:19]([O:21][CH2:22][CH3:23])=[O:20])(O)O.C(Cl)Cl.C(=O)([O-])[O-].[Na+].[Na+]. (5) Given the product [C:22]([O:21][C:20]([CH2:27][CH2:28][NH:29][C:4](=[O:6])/[CH:3]=[CH:2]/[C:1]([O:8][CH3:9])=[O:7])=[O:26])([CH3:23])([CH3:24])[CH3:25], predict the reactants needed to synthesize it. The reactants are: [C:1]([O:8][CH3:9])(=[O:7])/[CH:2]=[CH:3]/[C:4]([O-:6])=O.C(Cl)(=O)C(Cl)=O.NCCN[C:20](=[O:26])[O:21][C:22]([CH3:25])([CH3:24])[CH3:23].[CH3:27][CH2:28][N:29](CC)CC. (6) Given the product [F:22][C:23]([F:28])([F:27])[C:24]([OH:26])=[O:25].[S:1]1[C:5]2[CH:6]=[CH:7][CH:8]=[CH:9][C:4]=2[N:3]=[C:2]1[N:10]1[CH2:11][CH:12]([NH2:14])[CH2:13]1, predict the reactants needed to synthesize it. The reactants are: [S:1]1[C:5]2[CH:6]=[CH:7][CH:8]=[CH:9][C:4]=2[N:3]=[C:2]1[N:10]1[CH2:13][CH:12]([NH:14]C(=O)OC(C)(C)C)[CH2:11]1.[F:22][C:23]([F:28])([F:27])[C:24]([OH:26])=[O:25].